This data is from Forward reaction prediction with 1.9M reactions from USPTO patents (1976-2016). The task is: Predict the product of the given reaction. (1) Given the reactants N[C:2]1[CH:3]=[N:4][C:5]([C:8]#[N:9])=[CH:6][CH:7]=1.N([O-])=[O:11].[Na+], predict the reaction product. The product is: [C:8]([C:5]1[N:4]=[CH:3][C:2]([OH:11])=[CH:7][CH:6]=1)#[N:9]. (2) Given the reactants [CH3:1][N:2]1[CH:6]=[C:5]([NH2:7])[CH:4]=[N:3]1.[NH2:8][C@@H:9]1[C@@H:14]2[CH2:15][C@@H:11]([CH:12]=[CH:13]2)[C@@H:10]1[C:16]([NH2:18])=[O:17].Cl[C:20]1[N:25]=[C:24](Cl)[C:23]([Cl:27])=[CH:22][N:21]=1.Cl[C:29]1N=C(Cl)C(F)=CN=1, predict the reaction product. The product is: [Cl:27][C:23]1[C:22]([NH:8][C@@H:9]2[C@@H:14]3[CH2:15][C@@H:11]([CH:12]=[CH:13]3)[C@@H:10]2[C:16]([NH2:18])=[O:17])=[N:21][C:20]([NH:7][C:5]2[CH:4]=[N:3][N:2]([CH2:1][CH3:29])[CH:6]=2)=[N:25][CH:24]=1. (3) Given the reactants [Br:1][C:2]1[CH:10]=[CH:9][CH:8]=[C:7]2[C:3]=1[C:4](O)([C:18]1[C:19]([OH:29])=[CH:20][C:21]3[O:25][C:24]([CH3:27])([CH3:26])[CH2:23][C:22]=3[CH:28]=1)[C:5](=[O:17])[N:6]2[CH2:11][C:12]([O:14][CH2:15][CH3:16])=[O:13].C([SiH](CC)CC)C.FC(F)(F)C(O)=O, predict the reaction product. The product is: [Br:1][C:2]1[CH:10]=[CH:9][CH:8]=[C:7]2[C:3]=1[CH:4]([C:18]1[C:19]([OH:29])=[CH:20][C:21]3[O:25][C:24]([CH3:26])([CH3:27])[CH2:23][C:22]=3[CH:28]=1)[C:5](=[O:17])[N:6]2[CH2:11][C:12]([O:14][CH2:15][CH3:16])=[O:13]. (4) Given the reactants C([O:3][C:4]([C:6]1[CH:7]=[CH:8][C:9]([F:15])=[C:10]2[O:14][CH:13]=[CH:12][C:11]=12)=[O:5])C.[OH-].[Na+], predict the reaction product. The product is: [F:15][C:9]1[CH:8]=[CH:7][C:6]([C:4]([OH:5])=[O:3])=[C:11]2[C:10]=1[O:14][CH:13]=[CH:12]2. (5) Given the reactants FC(F)(F)C(O)=O.[N:8]1([C:14]2[N:19]3[N:20]=[C:21]([C:23]4[CH:28]=[CH:27][CH:26]=[CH:25][CH:24]=4)[CH:22]=[C:18]3[N:17]=[C:16]([NH:29][NH2:30])[CH:15]=2)[CH2:13][CH2:12][O:11][CH2:10][CH2:9]1.[Cl:31][C:32]1[CH:33]=[C:34]([CH:37]=[CH:38][CH:39]=1)[CH:35]=O, predict the reaction product. The product is: [Cl:31][C:32]1[CH:33]=[C:34]([CH:37]=[CH:38][CH:39]=1)[CH:35]=[N:30][NH:29][C:16]1[CH:15]=[C:14]([N:8]2[CH2:13][CH2:12][O:11][CH2:10][CH2:9]2)[N:19]2[N:20]=[C:21]([C:23]3[CH:28]=[CH:27][CH:26]=[CH:25][CH:24]=3)[CH:22]=[C:18]2[N:17]=1.